Predict the product of the given reaction. From a dataset of Forward reaction prediction with 1.9M reactions from USPTO patents (1976-2016). (1) Given the reactants [C:1]([C@H:5]1[CH2:10][CH2:9][C@H:8]([O:11][C:12]2[CH:13]=[C:14]3[C:19](=[CH:20][CH:21]=2)[N:18]=[C:17]([CH2:22][N:23]2[CH2:28][CH2:27][CH:26]([C:29]([O:31]C)=[O:30])[CH2:25][CH2:24]2)[N:16]=[CH:15]3)[CH2:7][CH2:6]1)([CH3:4])([CH3:3])[CH3:2].[OH-].[Na+].Cl, predict the reaction product. The product is: [C:1]([C@H:5]1[CH2:6][CH2:7][C@H:8]([O:11][C:12]2[CH:13]=[C:14]3[C:19](=[CH:20][CH:21]=2)[N:18]=[C:17]([CH2:22][N:23]2[CH2:28][CH2:27][CH:26]([C:29]([OH:31])=[O:30])[CH2:25][CH2:24]2)[N:16]=[CH:15]3)[CH2:9][CH2:10]1)([CH3:4])([CH3:2])[CH3:3]. (2) Given the reactants [Br:1][C:2]1[CH:3]=[C:4]([CH:9]=[CH:10][C:11]=1[CH:12]=[CH2:13])[C:5](OC)=[O:6].CC(C[AlH]CC(C)C)C.[C@H](O)(C([O-])=O)[C@@H](O)C([O-])=O.[Na+].[K+], predict the reaction product. The product is: [Br:1][C:2]1[CH:3]=[C:4]([CH2:5][OH:6])[CH:9]=[CH:10][C:11]=1[CH:12]=[CH2:13]. (3) Given the reactants Cl.C(OC([N:9]1[CH2:13][C@@H:12]([CH2:14][C@H:15]([CH2:19][C:20]2[CH:25]=[CH:24][C:23]([O:26][CH3:27])=[C:22]([O:28][CH2:29][CH2:30][CH2:31][O:32][CH3:33])[CH:21]=2)[CH:16]([CH3:18])[CH3:17])[C@H:11]([CH2:34][N:35]([CH:45]2[CH2:47][CH2:46]2)[C:36](=[O:44])[CH2:37][CH:38]2[CH2:43][CH2:42][O:41][CH2:40][CH2:39]2)[CH2:10]1)=O)(C)(C)C.CC#N.O.CC#N, predict the reaction product. The product is: [CH:45]1([N:35]([CH2:34][C@H:11]2[C@H:12]([CH2:14][C@H:15]([CH2:19][C:20]3[CH:25]=[CH:24][C:23]([O:26][CH3:27])=[C:22]([O:28][CH2:29][CH2:30][CH2:31][O:32][CH3:33])[CH:21]=3)[CH:16]([CH3:18])[CH3:17])[CH2:13][NH:9][CH2:10]2)[C:36](=[O:44])[CH2:37][CH:38]2[CH2:43][CH2:42][O:41][CH2:40][CH2:39]2)[CH2:47][CH2:46]1. (4) Given the reactants Cl[C:2]1[CH:7]=[C:6]([N:8]2[CH:12]=[N:11][C:10]([NH:13][C:14]3[CH:19]=[CH:18][C:17]([S:20]([NH2:23])(=[O:22])=[O:21])=[CH:16][CH:15]=3)=[N:9]2)[CH:5]=[CH:4][N:3]=1.[C:24]([O:28][C:29]([N:31]1[CH2:36][CH2:35][CH2:34][C@H:33]([NH2:37])[CH2:32]1)=[O:30])([CH3:27])([CH3:26])[CH3:25].S(C1C=CC(NC2N=CN(C3C=CN=C(N[C@H]4CCCNC4)C=3)N=2)=CC=1)(=O)(=O)N.C(OC(OC(C)(C)C)=O)(OC(C)(C)C)=O.C(N(CC)CC)C, predict the reaction product. The product is: [C:24]([O:28][C:29]([N:31]1[CH2:36][CH2:35][CH2:34][C@H:33]([NH:37][C:2]2[CH:7]=[C:6]([N:8]3[CH:12]=[N:11][C:10]([NH:13][C:14]4[CH:19]=[CH:18][C:17]([S:20](=[O:22])(=[O:21])[NH2:23])=[CH:16][CH:15]=4)=[N:9]3)[CH:5]=[CH:4][N:3]=2)[CH2:32]1)=[O:30])([CH3:27])([CH3:25])[CH3:26]. (5) Given the reactants Cl.[F:2][C:3]1[CH:4]=[C:5]([CH:25]=[CH:26][C:27]=1[OH:28])[NH:6][C:7]1[C:16]2[C:11](=[CH:12][CH:13]=[CH:14][C:15]=2[O:17][CH:18]2[CH2:23][CH2:22][N:21]([CH3:24])[CH2:20][CH2:19]2)[N:10]=[CH:9][N:8]=1.[C:29]([C:31]1[CH:38]=[CH:37][CH:36]=[CH:35][C:32]=1[CH2:33]Cl)#[N:30], predict the reaction product. The product is: [C:29]([C:31]1[CH:38]=[CH:37][CH:36]=[CH:35][C:32]=1[CH2:33][O:28][C:27]1[CH:26]=[CH:25][C:5]([NH:6][C:7]2[C:16]3[C:11](=[CH:12][CH:13]=[CH:14][C:15]=3[O:17][CH:18]3[CH2:23][CH2:22][N:21]([CH3:24])[CH2:20][CH2:19]3)[N:10]=[CH:9][N:8]=2)=[CH:4][C:3]=1[F:2])#[N:30]. (6) Given the reactants [N:1]12[CH2:10][CH:5]3[CH2:6][CH:7]([CH2:9][CH:3]([C@@H:4]3[NH2:11])[CH2:2]1)[CH2:8]2.[CH3:12][S:13][C:14]1[CH:22]=[CH:21][C:17]([C:18](O)=[O:19])=[CH:16][CH:15]=1.N, predict the reaction product. The product is: [N:1]12[CH2:10][CH:5]3[CH2:6][CH:7]([CH2:9][CH:3]([C@@H:4]3[NH:11][C:18](=[O:19])[C:17]3[CH:21]=[CH:22][C:14]([S:13][CH3:12])=[CH:15][CH:16]=3)[CH2:2]1)[CH2:8]2. (7) Given the reactants [OH:1][C:2]1[CH:7]=[CH:6][C:5]([B:8]2[O:16][C:13]([CH3:15])([CH3:14])[C:10]([CH3:12])([CH3:11])[O:9]2)=[CH:4][C:3]=1[O:17][CH3:18].[C:19]1(P(C2C=CC=CC=2)C2C=CC=CC=2)C=CC=C[CH:20]=1.C(O)C.N(C(OC(C)C)=O)=NC(OC(C)C)=O, predict the reaction product. The product is: [CH2:19]([O:1][C:2]1[CH:7]=[CH:6][C:5]([B:8]2[O:9][C:10]([CH3:12])([CH3:11])[C:13]([CH3:14])([CH3:15])[O:16]2)=[CH:4][C:3]=1[O:17][CH3:18])[CH3:20].